The task is: Predict which catalyst facilitates the given reaction.. This data is from Catalyst prediction with 721,799 reactions and 888 catalyst types from USPTO. (1) Reactant: [CH3:1][C:2]1([CH3:15])[C:11]2[C:6](=[CH:7][C:8]([N+:12]([O-:14])=[O:13])=[CH:9][CH:10]=2)[CH2:5][NH:4][CH2:3]1.[CH3:16][C:17]([O:20][C:21](O[C:21]([O:20][C:17]([CH3:19])([CH3:18])[CH3:16])=[O:22])=[O:22])([CH3:19])[CH3:18]. Product: [C:21]([N:4]1[CH2:3][C:2]([CH3:15])([CH3:1])[C:11]2[C:6](=[CH:7][C:8]([N+:12]([O-:14])=[O:13])=[CH:9][CH:10]=2)[CH2:5]1)([O:20][C:17]([CH3:19])([CH3:18])[CH3:16])=[O:22]. The catalyst class is: 2. (2) Reactant: [CH3:1][O:2][C:3]1[C:8]([N+:9]([O-])=O)=[CH:7][CH:6]=[CH:5][C:4]=1[N+:12]([O-])=O. Product: [CH3:1][O:2][C:3]1[C:8]([NH2:9])=[CH:7][CH:6]=[CH:5][C:4]=1[NH2:12]. The catalyst class is: 63. (3) Reactant: [CH:1]([NH:4][C:5]([C:7]1[C:15]2[C:10](=[N:11][CH:12]=[C:13]([O:16][C:17]3[CH:22]=[CH:21][CH:20]=[C:19]([CH3:23])[N:18]=3)[N:14]=2)[N:9](COCC[Si](C)(C)C)[CH:8]=1)=[O:6])([CH3:3])[CH3:2].[F-].C([N+](CCCC)(CCCC)CCCC)CCC.C(N)CN. Product: [CH:1]([NH:4][C:5]([C:7]1[C:15]2[C:10](=[N:11][CH:12]=[C:13]([O:16][C:17]3[CH:22]=[CH:21][CH:20]=[C:19]([CH3:23])[N:18]=3)[N:14]=2)[NH:9][CH:8]=1)=[O:6])([CH3:3])[CH3:2]. The catalyst class is: 1. (4) Product: [CH:1]12[CH2:7][CH:4]([CH2:5][CH2:6]1)[CH:3]1[CH:2]2[NH:12][C:13]1=[O:14]. The catalyst class is: 280. Reactant: [CH:1]12[CH2:7][CH:4]([CH2:5][CH2:6]1)[CH:3]=[CH:2]2.ClS([N:12]=[C:13]=[O:14])(=O)=O.S([O-])([O-])=O.[Na+].[Na+].[OH-].[K+].